From a dataset of Reaction yield outcomes from USPTO patents with 853,638 reactions. Predict the reaction yield, written as a fraction of the theoretical maximum amount of product (1.0 means a 100% yield; for example, 0.34 means a 34% yield). The reactants are [CH2:1]([C:3]1[NH:4][C:5]([C:8]2[C:9](F)=[CH:10][C:11]([CH3:30])=[C:12]([C:14]([N:16]3[CH2:21][CH2:20][CH:19]([C:22]4[CH:29]=[CH:28][C:25]([C:26]#[N:27])=[CH:24][CH:23]=4)[CH2:18][CH2:17]3)=[O:15])[CH:13]=2)=[N:6][N:7]=1)[CH3:2].[CH3:32][S-:33].[Na+]. The catalyst is CN(C)C=O. The product is [CH2:1]([C:3]1[NH:4][C:5]([C:8]2[C:9]([S:33][CH3:32])=[CH:10][C:11]([CH3:30])=[C:12]([CH:13]=2)[C:14]([N:16]2[CH2:21][CH2:20][CH:19]([C:22]3[CH:29]=[CH:28][C:25]([C:26]#[N:27])=[CH:24][CH:23]=3)[CH2:18][CH2:17]2)=[O:15])=[N:6][N:7]=1)[CH3:2]. The yield is 0.190.